Task: Predict the reaction yield, written as a fraction of the theoretical maximum amount of product (1.0 means a 100% yield; for example, 0.34 means a 34% yield).. Dataset: Reaction yield outcomes from USPTO patents with 853,638 reactions (1) The reactants are C1(C[CH:8]([NH:12][C:13]([C:15]2[CH:45]=[CH:44][C:18]3[N:19]([CH:38]4[CH2:43][CH2:42][CH2:41][CH2:40][CH2:39]4)[C:20]([C:22]4[CH:23]=[C:24]5[C:29](=[CH:30][CH:31]=4)[N:28]=[C:27]([C:32]4[CH:37]=[CH:36][CH:35]=[CH:34][CH:33]=4)[CH:26]=[N:25]5)=[N:21][C:17]=3[CH:16]=2)=[O:14])[C:9]([OH:11])=[O:10])CCCCC1.C1C=C2C(COC(NCC=O)=O)C3C(C2=CC=1)=CC=CC=3. No catalyst specified. The product is [CH:38]1([N:19]2[C:18]3[CH:44]=[CH:45][C:15]([C:13]([NH:12][CH2:8][C:9]([OH:11])=[O:10])=[O:14])=[CH:16][C:17]=3[N:21]=[C:20]2[C:22]2[CH:23]=[C:24]3[C:29](=[CH:30][CH:31]=2)[N:28]=[C:27]([C:32]2[CH:37]=[CH:36][CH:35]=[CH:34][CH:33]=2)[CH:26]=[N:25]3)[CH2:43][CH2:42][CH2:41][CH2:40][CH2:39]1. The yield is 0.550. (2) The reactants are [CH3:1][O:2][C:3]1[N:8]=[N:7][C:6]([C:9]2[N:13]([C:14]3[CH:15]=[N:16][CH:17]=[CH:18][CH:19]=3)[N:12]=[C:11]([C:20]([OH:22])=O)[CH:10]=2)=[CH:5][CH:4]=1.[C:23]([NH2:27])([CH3:26])([CH3:25])[CH3:24]. No catalyst specified. The yield is 0.520. The product is [C:23]([NH:27][C:20]([C:11]1[CH:10]=[C:9]([C:6]2[N:7]=[N:8][C:3]([O:2][CH3:1])=[CH:4][CH:5]=2)[N:13]([C:14]2[CH:15]=[N:16][CH:17]=[CH:18][CH:19]=2)[N:12]=1)=[O:22])([CH3:26])([CH3:25])[CH3:24]. (3) The reactants are OC(C(F)(F)F)=O.[CH2:8]1[C:17]2[C:12](=[CH:13][C:14]([CH:18]([NH:20][C:21](=[O:23])[CH3:22])[CH3:19])=[CH:15][CH:16]=2)[CH2:11][CH2:10][NH:9]1.[Br:24][C:25]1[CH:30]=[C:29]([CH2:31]Br)[CH:28]=[CH:27][C:26]=1[O:33][CH2:34][CH:35]1[CH2:37][CH2:36]1. No catalyst specified. The product is [Br:24][C:25]1[CH:30]=[C:29]([CH:28]=[CH:27][C:26]=1[O:33][CH2:34][CH:35]1[CH2:37][CH2:36]1)[CH2:31][N:9]1[CH2:10][CH2:11][C:12]2[C:17](=[CH:16][CH:15]=[C:14]([CH:18]([NH:20][C:21](=[O:23])[CH3:22])[CH3:19])[CH:13]=2)[CH2:8]1. The yield is 0.130. (4) The reactants are [CH3:1][N:2]1[C:6](=[O:7])[C:5](=[CH:8][C:9]2[CH:14]=[CH:13][C:12]([N+:15]([O-])=O)=[CH:11][CH:10]=2)[S:4][C:3]1=[O:18]. The catalyst is [C].[Pd].O1CCCC1. The product is [NH2:15][C:12]1[CH:13]=[CH:14][C:9]([CH2:8][CH:5]2[S:4][C:3](=[O:18])[N:2]([CH3:1])[C:6]2=[O:7])=[CH:10][CH:11]=1. The yield is 0.790. (5) The reactants are [CH3:1][N:2]1[C:10]2[C@@:9]3([CH3:14])[C:11]([CH3:13])([CH3:12])[C@H:6]([CH2:7][CH2:8]3)[C:5]=2[C:4](=[O:15])[NH:3]1.I[C:17]1[CH:18]=[C:19]([O:23][CH3:24])[CH:20]=[CH:21][CH:22]=1.N1C=CC=CC=1C(O)=O.C(=O)(O)[O-].[K+]. The catalyst is CN(C)C=O.Cl.C(OCC)(=O)C.[Cu]I. The product is [CH3:24][O:23][C:19]1[CH:18]=[C:17]([N:3]2[C:4](=[O:15])[C:5]3[C@@H:6]4[C:11]([CH3:12])([CH3:13])[C@@:9]([CH3:14])([CH2:8][CH2:7]4)[C:10]=3[N:2]2[CH3:1])[CH:22]=[CH:21][CH:20]=1. The yield is 0.200. (6) The reactants are [C:1]([C:3]1[C:11]2[C:6](=[CH:7][CH:8]=[CH:9][CH:10]=2)[N:5]([C:12]2[CH:17]=[CH:16][CH:15]=[C:14]([F:18])[CH:13]=2)[C:4]=1[C:19](N(OC)C)=[O:20])#[N:2].[CH3:25][Mg]Br.CCOCC. The catalyst is O1CCCC1. The product is [C:19]([C:4]1[N:5]([C:12]2[CH:17]=[CH:16][CH:15]=[C:14]([F:18])[CH:13]=2)[C:6]2[C:11]([C:3]=1[C:1]#[N:2])=[CH:10][CH:9]=[CH:8][CH:7]=2)(=[O:20])[CH3:25]. The yield is 0.560.